This data is from Peptide-MHC class II binding affinity with 134,281 pairs from IEDB. The task is: Regression. Given a peptide amino acid sequence and an MHC pseudo amino acid sequence, predict their binding affinity value. This is MHC class II binding data. (1) The binding affinity (normalized) is 0.243. The MHC is DRB1_0405 with pseudo-sequence DRB1_0405. The peptide sequence is GPGSTGLNITGVTCG. (2) The peptide sequence is KILTYPWDRIEEVTR. The MHC is DRB3_0101 with pseudo-sequence DRB3_0101. The binding affinity (normalized) is 0.300.